From a dataset of Forward reaction prediction with 1.9M reactions from USPTO patents (1976-2016). Predict the product of the given reaction. (1) Given the reactants [Cl:1][C:2]1[CH:3]=[C:4]([N:8]2[CH:13]=[CH:12][C:11](=[O:14])[C:10]([C:15](=O)/[CH:16]=[CH:17]/[N:18](C)C)=[N:9]2)[CH:5]=[CH:6][CH:7]=1.[F:22][C:23]1[CH:28]=[CH:27][CH:26]=[CH:25][C:24]=1[NH:29]N, predict the reaction product. The product is: [Cl:1][C:2]1[CH:3]=[C:4]([N:8]2[CH:13]=[CH:12][C:11](=[O:14])[C:10]([C:15]3[N:29]([C:24]4[CH:25]=[CH:26][CH:27]=[CH:28][C:23]=4[F:22])[N:18]=[CH:17][CH:16]=3)=[N:9]2)[CH:5]=[CH:6][CH:7]=1. (2) Given the reactants [Cl:1][C:2]1[CH:8]=[CH:7][CH:6]=[C:5]([CH2:9][CH3:10])[C:3]=1N.S(=O)(=O)(O)O.N([O-])=O.[Na+].CN(C)C1C=CC=CC=1.Cl.[C:30]([O:33]C(=O)C)(=[O:32])C, predict the reaction product. The product is: [Cl:1][C:2]1[CH:8]=[CH:7][CH:6]=[C:5]([CH2:9][CH3:10])[C:3]=1[C:30]([OH:33])=[O:32]. (3) Given the reactants [OH:1][CH2:2][CH2:3][O:4][C:5]1[CH:10]=[CH:9][C:8]([C:11]2[O:12][C:13]3[C:18]([C:19](=[O:25])[C:20]=2[O:21][CH2:22][O:23][CH3:24])=[CH:17][CH:16]=[C:15]([O:26][CH2:27][O:28][CH3:29])[CH:14]=3)=[CH:7][C:6]=1[O:30][CH2:31][O:32][CH3:33].CCN(C(C)C)C(C)C.[CH3:43][C:44]1[CH:49]=[CH:48][C:47]([S:50](Cl)(=[O:52])=[O:51])=[CH:46][CH:45]=1, predict the reaction product. The product is: [CH3:43][C:44]1[CH:49]=[CH:48][C:47]([S:50]([O:1][CH2:2][CH2:3][O:4][C:5]2[CH:10]=[CH:9][C:8]([C:11]3[O:12][C:13]4[C:18]([C:19](=[O:25])[C:20]=3[O:21][CH2:22][O:23][CH3:24])=[CH:17][CH:16]=[C:15]([O:26][CH2:27][O:28][CH3:29])[CH:14]=4)=[CH:7][C:6]=2[O:30][CH2:31][O:32][CH3:33])(=[O:52])=[O:51])=[CH:46][CH:45]=1. (4) Given the reactants [CH2:1]([OH:8])[C:2]1[CH:7]=[CH:6][CH:5]=[CH:4][CH:3]=1.[H-].[Na+].[F:11][C:12]1[C:13]([O:19][CH3:20])=[N:14][C:15](F)=[CH:16][CH:17]=1, predict the reaction product. The product is: [CH2:1]([O:8][C:15]1[N:14]=[C:13]([O:19][CH3:20])[C:12]([F:11])=[CH:17][CH:16]=1)[C:2]1[CH:7]=[CH:6][CH:5]=[CH:4][CH:3]=1. (5) Given the reactants C[O:2][C:3](=[O:39])[CH2:4][CH2:5][NH:6][C:7]([C:9]1[C:10]([OH:38])=[C:11]2[C:16](=[C:17]([C:19]3[S:20][CH:21]=[CH:22][N:23]=3)[N:18]=1)[N:15]([CH2:24][C:25]1[CH:30]=[CH:29][CH:28]=[CH:27][CH:26]=1)[C:14](=[O:31])[C:13]([C:32]1[CH:37]=[CH:36][CH:35]=[CH:34][CH:33]=1)=[CH:12]2)=[O:8].[OH-].[Na+].CO.C1COCC1, predict the reaction product. The product is: [CH2:24]([N:15]1[C:16]2[C:11](=[C:10]([OH:38])[C:9]([C:7]([NH:6][CH2:5][CH2:4][C:3]([OH:39])=[O:2])=[O:8])=[N:18][C:17]=2[C:19]2[S:20][CH:21]=[CH:22][N:23]=2)[CH:12]=[C:13]([C:32]2[CH:37]=[CH:36][CH:35]=[CH:34][CH:33]=2)[C:14]1=[O:31])[C:25]1[CH:30]=[CH:29][CH:28]=[CH:27][CH:26]=1. (6) Given the reactants Br[C:2]1[CH:9]=[CH:8][CH:7]=[C:6]([Br:10])[C:3]=1[CH:4]=O.C(=O)([O-])[O-].[K+].[K+].[C:17]([O:21][CH3:22])(=[O:20])[CH2:18][SH:19], predict the reaction product. The product is: [CH3:22][O:21][C:17]([C:18]1[S:19][C:2]2[CH:9]=[CH:8][CH:7]=[C:6]([Br:10])[C:3]=2[CH:4]=1)=[O:20]. (7) The product is: [Br:1][C:2]1[CH:7]=[N:6][C:5]([O:8][CH3:9])=[C:4]2[NH:19][N:20]=[C:11]([CH:13]3[CH2:17][CH2:16][CH2:15][CH2:14]3)[C:3]=12. Given the reactants [Br:1][C:2]1[C:3]([C:11]([CH:13]2[CH2:17][CH2:16][CH2:15][CH2:14]2)=O)=[C:4](F)[C:5]([O:8][CH3:9])=[N:6][CH:7]=1.O.[NH2:19][NH2:20], predict the reaction product.